Dataset: Catalyst prediction with 721,799 reactions and 888 catalyst types from USPTO. Task: Predict which catalyst facilitates the given reaction. Product: [CH2:25]([O:14][C:12]1[CH:11]=[C:10]([C:15]([F:18])([F:17])[F:16])[N:9]=[C:8]([C:5]2[N:6]=[CH:7][C:2]([NH2:1])=[CH:3][CH:4]=2)[N:13]=1)[CH3:26]. Reactant: [NH2:1][C:2]1[CH:3]=[CH:4][C:5]([C:8]2[N:13]=[C:12]([OH:14])[CH:11]=[C:10]([C:15]([F:18])([F:17])[F:16])[N:9]=2)=[N:6][CH:7]=1.C([O-])([O-])=O.[K+].[K+].[CH2:25](I)[CH3:26]. The catalyst class is: 3.